From a dataset of Reaction yield outcomes from USPTO patents with 853,638 reactions. Predict the reaction yield, written as a fraction of the theoretical maximum amount of product (1.0 means a 100% yield; for example, 0.34 means a 34% yield). (1) The yield is 0.870. The product is [CH2:10]1[O:11][C:3]2[CH:2]=[CH:1][C:6]([CH:7]([C:17]3[CH:16]=[CH:15][C:14]4[O:13][CH2:12][O:20][C:19]=4[CH:18]=3)[OH:8])=[CH:5][C:4]=2[O:9]1. The reactants are [CH:1]1[C:6]([CH:7]=[O:8])=[CH:5][C:4]2[O:9][CH2:10][O:11][C:3]=2[CH:2]=1.[CH2:12]1[O:20][C:19]2[C:14](=[CH:15][CH:16]=[C-:17][CH:18]=2)[O:13]1.[Mg+2].[Br-]. The catalyst is ClCCl. (2) The reactants are Cl.Cl.[NH:3]1[CH2:8][CH2:7][CH:6]([O:9][C:10]2[N:15]=[CH:14][CH:13]=[CH:12][N:11]=2)[CH2:5][CH2:4]1.C(N(C(C)C)CC)(C)C.[N:25]([CH2:28][C:29]1[CH:34]=[CH:33][CH:32]=[CH:31][C:30]=1[O:35][CH2:36][CH3:37])=[C:26]=[O:27]. No catalyst specified. The product is [CH2:36]([O:35][C:30]1[CH:31]=[CH:32][CH:33]=[CH:34][C:29]=1[CH2:28][NH:25][C:26]([N:3]1[CH2:4][CH2:5][CH:6]([O:9][C:10]2[N:11]=[CH:12][CH:13]=[CH:14][N:15]=2)[CH2:7][CH2:8]1)=[O:27])[CH3:37]. The yield is 0.836. (3) The reactants are Cl[C:2]1[C:11]([CH2:12]O)=[CH:10][C:9]2[C:4](=[C:5]([CH3:14])[CH:6]=[CH:7][CH:8]=2)[N:3]=1.[F:15][C:16]1[CH:21]=[CH:20][C:19](B(O)O)=[CH:18][CH:17]=1.C([O-])([O-])=O.[K+].[K+].P(Br)(Br)Br.[SH:35][C:36]1[N:44]=[CH:43][N:42]=[C:41]2[C:37]=1[NH:38][CH:39]=[N:40]2. The catalyst is COCCOC.O.C(Cl)Cl.CN(C=O)C.CCOC(C)=O.C1C=CC([P]([Pd]([P](C2C=CC=CC=2)(C2C=CC=CC=2)C2C=CC=CC=2)([P](C2C=CC=CC=2)(C2C=CC=CC=2)C2C=CC=CC=2)[P](C2C=CC=CC=2)(C2C=CC=CC=2)C2C=CC=CC=2)(C2C=CC=CC=2)C2C=CC=CC=2)=CC=1. The product is [F:15][C:16]1[CH:21]=[CH:20][C:19]([C:2]2[C:11]([CH2:12][S:35][C:36]3[N:44]=[CH:43][N:42]=[C:41]4[C:37]=3[NH:38][CH:39]=[N:40]4)=[CH:10][C:9]3[C:4](=[C:5]([CH3:14])[CH:6]=[CH:7][CH:8]=3)[N:3]=2)=[CH:18][CH:17]=1. The yield is 0.450. (4) The reactants are [CH2:1]([C:4]1[CH:9]=[CH:8][C:7]([CH:10]2[O:15][CH2:14][C:13]([CH3:17])([CH3:16])[CH2:12][O:11]2)=[CH:6][CH:5]=1)[CH:2]=[CH2:3].[C:18]([OH:21])(=[S:20])[CH3:19]. The catalyst is C1(C)C=CC=CC=1. The product is [C:18]([S:20][CH2:3][CH2:2][CH2:1][C:4]1[CH:5]=[CH:6][C:7]([CH:10]2[O:11][CH2:12][C:13]([CH3:17])([CH3:16])[CH2:14][O:15]2)=[CH:8][CH:9]=1)(=[O:21])[CH3:19]. The yield is 0.630. (5) The reactants are Cl[CH2:2][C:3]([NH:5][C:6]1[S:7][C:8]2[N:9]=[C:10]([N:15]([CH3:36])[C:16]3[CH:17]=[C:18]([NH:22][C:23](=[O:35])[C:24]4[CH:29]=[CH:28][CH:27]=[C:26]([C:30]([C:33]#[N:34])([CH3:32])[CH3:31])[CH:25]=4)[CH:19]=[CH:20][CH:21]=3)[N:11]=[CH:12][C:13]=2[N:14]=1)=[O:4].C(N(CC)CC)C.[NH:44]1[CH2:49][CH2:48][O:47][CH2:46][CH2:45]1.C(=O)([O-])O.[Na+]. The catalyst is O1CCCC1. The product is [C:33]([C:30]([C:26]1[CH:25]=[C:24]([CH:29]=[CH:28][CH:27]=1)[C:23]([NH:22][C:18]1[CH:19]=[CH:20][CH:21]=[C:16]([N:15]([CH3:36])[C:10]2[N:11]=[CH:12][C:13]3[N:14]=[C:6]([NH:5][C:3](=[O:4])[CH2:2][N:44]4[CH2:49][CH2:48][O:47][CH2:46][CH2:45]4)[S:7][C:8]=3[N:9]=2)[CH:17]=1)=[O:35])([CH3:32])[CH3:31])#[N:34]. The yield is 0.500. (6) The reactants are [O:1]1[C:5]2[CH:6]=[CH:7][C:8]([C:10]3([C:13]([NH:15][C:16]4[CH:21]=[CH:20][C:19]([CH2:22]O)=[C:18]([Br:24])[CH:17]=4)=[O:14])[CH2:12][CH2:11]3)=[CH:9][C:4]=2[O:3][CH2:2]1.CS(Cl)(=O)=O.[CH:30]([N:33](CC)C(C)C)(C)C.[C-]#N.[K+]. The yield is 0.460. The product is [O:1]1[C:5]2[CH:6]=[CH:7][C:8]([C:10]3([C:13]([NH:15][C:16]4[CH:21]=[CH:20][C:19]([CH2:22][C:30]#[N:33])=[C:18]([Br:24])[CH:17]=4)=[O:14])[CH2:12][CH2:11]3)=[CH:9][C:4]=2[O:3][CH2:2]1. The catalyst is C(#N)C.ClCCl. (7) The reactants are [C:1]([O-:4])(=O)[CH3:2].[Na+].C(OO)(=O)C.[Br:11][C:12]1[CH:17]=[CH:16][C:15]([CH2:18][CH2:19]C=C)=[CH:14][CH:13]=1.O. The catalyst is ClCCl. The product is [Br:11][C:12]1[CH:17]=[CH:16][C:15]([CH2:18][CH2:19][CH:1]2[O:4][CH2:2]2)=[CH:14][CH:13]=1. The yield is 0.980.